This data is from Reaction yield outcomes from USPTO patents with 853,638 reactions. The task is: Predict the reaction yield, written as a fraction of the theoretical maximum amount of product (1.0 means a 100% yield; for example, 0.34 means a 34% yield). The reactants are [C:1]([C:5]1[CH:10]=[CH:9][C:8]([N+:11]([O-])=O)=[CH:7][C:6]=1[N:14]1[CH2:18][CH2:17][CH2:16][CH2:15]1)([CH3:4])([CH3:3])[CH3:2]. The catalyst is [Pd]. The product is [C:1]([C:5]1[CH:10]=[CH:9][C:8]([NH2:11])=[CH:7][C:6]=1[N:14]1[CH2:15][CH2:16][CH2:17][CH2:18]1)([CH3:4])([CH3:2])[CH3:3]. The yield is 0.900.